Dataset: Catalyst prediction with 721,799 reactions and 888 catalyst types from USPTO. Task: Predict which catalyst facilitates the given reaction. (1) Reactant: [F:1][C:2]1[CH:9]=[CH:8][C:5]([CH:6]=O)=[CH:4][CH:3]=1.[C:10]([O:14][C:15]([CH3:18])([CH3:17])[CH3:16])(=[O:13])[NH:11][NH2:12]. Product: [C:15]([O:14][C:10]([NH:11][N:12]=[CH:6][C:5]1[CH:8]=[CH:9][C:2]([F:1])=[CH:3][CH:4]=1)=[O:13])([CH3:18])([CH3:17])[CH3:16]. The catalyst class is: 8. (2) Reactant: [CH2:1]1[C@H:13]2[C@H:4]([N:5]([CH2:14][CH2:15][NH2:16])[C:6]3[CH:7]=[CH:8][CH:9]=[CH:10][C:11]=3[CH2:12]2)[CH2:3][CH2:2]1.C=O.[C:19](O)(C(F)(F)F)=O. Product: [CH2:14]1[N:5]2[C:6]3[C:11]([CH2:12][C@@H:13]4[CH2:1][CH2:2][CH2:3][C@H:4]42)=[CH:10][CH:9]=[CH:8][C:7]=3[CH2:19][NH:16][CH2:15]1. The catalyst class is: 14. (3) Reactant: [N:1]1([CH2:7][CH2:8][O:9][C:10]2[CH:11]=[C:12]3[C:17](=[CH:18][CH:19]=2)[CH:16]=[C:15]([C:20]2[C:28]4[C:23](=[CH:24][CH:25]=[C:26]([C:29]5[N:33]=[C:32](C(C6C=CC=CC=6)(C6C=CC=CC=6)C6C=CC=CC=6)[NH:31][N:30]=5)[CH:27]=4)[N:22](C4CCCCO4)[N:21]=2)[CH:14]=[CH:13]3)[CH2:6][CH2:5][CH2:4][CH2:3][CH2:2]1.Cl. Product: [N:1]1([CH2:7][CH2:8][O:9][C:10]2[CH:11]=[C:12]3[C:17](=[CH:18][CH:19]=2)[CH:16]=[C:15]([C:20]2[C:28]4[C:23](=[CH:24][CH:25]=[C:26]([C:29]5[N:33]=[CH:32][NH:31][N:30]=5)[CH:27]=4)[NH:22][N:21]=2)[CH:14]=[CH:13]3)[CH2:2][CH2:3][CH2:4][CH2:5][CH2:6]1. The catalyst class is: 5. (4) Reactant: [F:1][C:2]1[CH:3]=[CH:4][C:5]([C:10]2[CH:11]=[N:12][C:13]3[N:14]([CH:16]=[C:17]([CH2:19][O:20][C:21]4[CH:26]=[CH:25][CH:24]=[CH:23][N:22]=4)[N:18]=3)[CH:15]=2)=[C:6]([CH2:8]O)[CH:7]=1.C(N(S(F)(F)[F:33])CC)C.[Cl-].[NH4+]. Product: [F:1][C:2]1[CH:3]=[CH:4][C:5]([C:10]2[CH:11]=[N:12][C:13]3[N:14]([CH:16]=[C:17]([CH2:19][O:20][C:21]4[CH:26]=[CH:25][CH:24]=[CH:23][N:22]=4)[N:18]=3)[CH:15]=2)=[C:6]([CH2:8][F:33])[CH:7]=1. The catalyst class is: 2. (5) Reactant: F[P-](F)(F)(F)(F)F.N1(OC(N(C)C)=[N+](C)C)C2N=CC=CC=2N=N1.[CH3:25][O:26][C:27]([C:29]1([NH2:36])[CH2:34][CH:33]2[O:35][CH:30]1[CH2:31][CH2:32]2)=[O:28].[CH3:37][O:38][C:39]1[CH:47]=[CH:46][C:42]([C:43](O)=[O:44])=[CH:41][C:40]=1[O:48][CH2:49][CH2:50][C:51]1[CH:52]=[C:53]([CH3:57])[CH:54]=[CH:55][CH:56]=1. Product: [CH3:25][O:26][C:27]([C:29]1([NH:36][C:43](=[O:44])[C:42]2[CH:46]=[CH:47][C:39]([O:38][CH3:37])=[C:40]([O:48][CH2:49][CH2:50][C:51]3[CH:52]=[C:53]([CH3:57])[CH:54]=[CH:55][CH:56]=3)[CH:41]=2)[CH2:34][CH:33]2[O:35][CH:30]1[CH2:31][CH2:32]2)=[O:28]. The catalyst class is: 499. (6) Reactant: Br[C:2]1[C:6]([Br:7])=[CH:5][S:4][C:3]=1[N+:8]([O-:10])=[O:9].C([Sn](CCCC)(CCCC)[C:16]1[O:17][CH:18]=[CH:19][N:20]=1)CCC. Product: [Br:7][C:6]1[C:2]([C:16]2[O:17][CH:18]=[CH:19][N:20]=2)=[C:3]([N+:8]([O-:10])=[O:9])[S:4][CH:5]=1. The catalyst class is: 128.